From a dataset of Catalyst prediction with 721,799 reactions and 888 catalyst types from USPTO. Predict which catalyst facilitates the given reaction. (1) Reactant: Br[C:2]1[CH:7]=[CH:6][C:5]([S:8]([N:11]([CH3:19])[CH2:12][CH2:13][N:14]2[CH2:18][CH2:17][CH2:16][CH2:15]2)(=[O:10])=[O:9])=[CH:4][CH:3]=1.[Cl:20][C:21]1[CH:26]=[CH:25][CH:24]=[C:23]([Cl:27])[C:22]=1[C:28]1[CH:38]=[C:37]([CH3:39])[C:31]2[N:32]=[C:33]([NH2:36])[N:34]=[N:35][C:30]=2[CH:29]=1.C([O-])([O-])=O.[Cs+].[Cs+].CC1(C)C2C(=C(P(C3C=CC=CC=3)C3C=CC=CC=3)C=CC=2)OC2C(P(C3C=CC=CC=3)C3C=CC=CC=3)=CC=CC1=2. Product: [Cl:20][C:21]1[CH:26]=[CH:25][CH:24]=[C:23]([Cl:27])[C:22]=1[C:28]1[CH:38]=[C:37]([CH3:39])[C:31]2[N:32]=[C:33]([NH:36][C:2]3[CH:7]=[CH:6][C:5]([S:8]([N:11]([CH3:19])[CH2:12][CH2:13][N:14]4[CH2:18][CH2:17][CH2:16][CH2:15]4)(=[O:10])=[O:9])=[CH:4][CH:3]=3)[N:34]=[N:35][C:30]=2[CH:29]=1. The catalyst class is: 62. (2) Reactant: C([O:3][C:4](=O)[CH2:5][C:6]1([CH2:19][N+:20]([O-])=O)[CH2:11][CH2:10][N:9]([C:12]([O:14][C:15]([CH3:18])([CH3:17])[CH3:16])=[O:13])[CH2:8][CH2:7]1)C. Product: [C:15]([O:14][C:12]([N:9]1[CH2:10][CH2:11][C:6]2([CH2:19][NH:20][C:4](=[O:3])[CH2:5]2)[CH2:7][CH2:8]1)=[O:13])([CH3:18])([CH3:17])[CH3:16]. The catalyst class is: 171. (3) Reactant: Br[C:2]1[CH:3]=[C:4]([CH:23]=[CH:24][CH:25]=1)[CH2:5][O:6][C:7]1[CH:12]=[CH:11][C:10]([C:13]2([CH2:17][C:18]([O:20][CH2:21][CH3:22])=[O:19])[CH2:16][O:15][CH2:14]2)=[CH:9][CH:8]=1.[CH:26]([S:29][C:30]1[CH:35]=[CH:34][C:33](B(O)O)=[CH:32][CH:31]=1)([CH3:28])[CH3:27].C(=O)([O-])[O-].[K+].[K+]. Product: [CH:26]([S:29][C:30]1[CH:35]=[CH:34][C:33]([C:2]2[CH:25]=[CH:24][CH:23]=[C:4]([CH2:5][O:6][C:7]3[CH:12]=[CH:11][C:10]([C:13]4([CH2:17][C:18]([O:20][CH2:21][CH3:22])=[O:19])[CH2:14][O:15][CH2:16]4)=[CH:9][CH:8]=3)[CH:3]=2)=[CH:32][CH:31]=1)([CH3:28])[CH3:27]. The catalyst class is: 38. (4) Reactant: [Br:1][C:2]1[C:12]([O:13][CH2:14][C:15]([CH2:17][CH3:18])=[O:16])=[C:11]([Br:19])[CH:10]=[CH:9][C:3]=1[C:4]([O:6]CC)=[O:5].[OH-].[Na+]. Product: [Br:1][C:2]1[C:12]([O:13][CH2:14][C:15]([CH2:17][CH3:18])=[O:16])=[C:11]([Br:19])[CH:10]=[CH:9][C:3]=1[C:4]([OH:6])=[O:5]. The catalyst class is: 20. (5) Reactant: C(N(C(C)C)CC)(C)C.[C:10](Cl)(Cl)=[O:11].[Cl-].[O:15]=[C:16]1[NH:20][C:19]([C:21]2[CH:26]=[CH:25][CH:24]=[CH:23][CH:22]=2)=[CH:18][N:17]1[CH:27]1[CH2:32][CH2:31][NH2+:30][CH2:29][CH2:28]1.[NH2:33][C@@H:34]1[CH2:40][CH2:39][CH2:38][C@H:37]([C:41]2[CH:46]=[CH:45][CH:44]=[CH:43][CH:42]=2)[N:36]([CH2:47][CH:48]2[CH2:50][CH2:49]2)[C:35]1=[O:51]. Product: [CH:48]1([CH2:47][N:36]2[C@@H:37]([C:41]3[CH:42]=[CH:43][CH:44]=[CH:45][CH:46]=3)[CH2:38][CH2:39][CH2:40][C@@H:34]([NH:33][C:10]([N:30]3[CH2:31][CH2:32][CH:27]([N:17]4[CH:18]=[C:19]([C:21]5[CH:22]=[CH:23][CH:24]=[CH:25][CH:26]=5)[NH:20][C:16]4=[O:15])[CH2:28][CH2:29]3)=[O:11])[C:35]2=[O:51])[CH2:49][CH2:50]1. The catalyst class is: 4. (6) Product: [CH3:1][C:2]1[CH:14]=[C:13]([CH2:15][N:16]([CH2:17][CH2:18][CH3:19])[C:33]2[N:38]=[C:37]([C:39]3[CH:40]=[CH:41][C:42]([C:45]([F:48])([F:46])[F:47])=[CH:43][CH:44]=3)[CH:36]=[CH:35][N:34]=2)[CH:12]=[CH:11][C:3]=1[O:4][CH2:5][C:6]([O:8][CH2:9][CH3:10])=[O:7]. Reactant: [CH3:1][C:2]1[CH:14]=[C:13]([CH2:15][NH:16][CH2:17][CH2:18][CH3:19])[CH:12]=[CH:11][C:3]=1[O:4][CH2:5][C:6]([O:8][CH2:9][CH3:10])=[O:7].C(N(CC)C(C)C)(C)C.CS([C:33]1[N:38]=[C:37]([C:39]2[CH:44]=[CH:43][C:42]([C:45]([F:48])([F:47])[F:46])=[CH:41][CH:40]=2)[CH:36]=[CH:35][N:34]=1)(=O)=O. The catalyst class is: 2.